Dataset: Catalyst prediction with 721,799 reactions and 888 catalyst types from USPTO. Task: Predict which catalyst facilitates the given reaction. (1) Reactant: [CH3:1][S:2]([CH2:5][CH2:6][O:7][CH2:8][CH2:9][NH:10]C(=O)OC(C)(C)C)(=[O:4])=[O:3].[ClH:18]. Product: [ClH:18].[CH3:1][S:2]([CH2:5][CH2:6][O:7][CH2:8][CH2:9][NH2:10])(=[O:4])=[O:3]. The catalyst class is: 7. (2) Reactant: [F:1][C:2]1[CH:3]=[C:4]([CH:23]=[CH:24][C:25]=1[F:26])[O:5][C:6]1[N:11]=[CH:10][C:9]([CH:12](C(OCC)=O)[C:13]([O:15]CC)=[O:14])=[CH:8][CH:7]=1.[OH-].[K+]. Product: [F:1][C:2]1[CH:3]=[C:4]([CH:23]=[CH:24][C:25]=1[F:26])[O:5][C:6]1[N:11]=[CH:10][C:9]([CH2:12][C:13]([OH:15])=[O:14])=[CH:8][CH:7]=1. The catalyst class is: 8. (3) Reactant: [NH2:1][C:2](=[O:37])[C@@H:3]([NH:20][C:21]([C:23]1([NH:29][C:30](=[O:36])[O:31][C:32]([CH3:35])([CH3:34])[CH3:33])[CH2:28][CH2:27][O:26][CH2:25][CH2:24]1)=[O:22])[CH2:4][C:5]1[CH:10]=[CH:9][C:8](B2OC(C)(C)C(C)(C)O2)=[CH:7][CH:6]=1.Br[C:39]1[CH:47]=[C:46]2[C:42]([CH2:43][N:44]([CH3:49])[C:45]2=[O:48])=[CH:41][CH:40]=1.C([O-])(=O)C.[K+]. Product: [NH2:1][C:2](=[O:37])[C@@H:3]([NH:20][C:21]([C:23]1([NH:29][C:30](=[O:36])[O:31][C:32]([CH3:33])([CH3:35])[CH3:34])[CH2:28][CH2:27][O:26][CH2:25][CH2:24]1)=[O:22])[CH2:4][C:5]1[CH:6]=[CH:7][C:8]([C:39]2[CH:47]=[C:46]3[C:42](=[CH:41][CH:40]=2)[CH2:43][N:44]([CH3:49])[C:45]3=[O:48])=[CH:9][CH:10]=1. The catalyst class is: 47. (4) Reactant: [CH3:1][S:2]([NH2:5])(=[O:4])=[O:3].[H-].[Na+].[F:8][C:9]1[CH:36]=[C:35]([F:37])[CH:34]=[CH:33][C:10]=1[O:11][C:12]1[C:13]([C:22]2[C:23]3[CH:32]=[CH:31][O:30][C:24]=3[C:25](=[O:29])[N:26]([CH3:28])[CH:27]=2)=[N:14][C:15](S(C)(=O)=O)=[N:16][CH:17]=1. Product: [F:8][C:9]1[CH:36]=[C:35]([F:37])[CH:34]=[CH:33][C:10]=1[O:11][C:12]1[C:13]([C:22]2[C:23]3[CH:32]=[CH:31][O:30][C:24]=3[C:25](=[O:29])[N:26]([CH3:28])[CH:27]=2)=[N:14][C:15]([NH:5][S:2]([CH3:1])(=[O:4])=[O:3])=[N:16][CH:17]=1. The catalyst class is: 3. (5) Reactant: [Br:1][C:2]1[N:7]=[C:6](/[CH:8]=[N:9]/[C:10]2[C:15]([CH:16]([CH3:18])[CH3:17])=[CH:14][CH:13]=[CH:12][C:11]=2[CH:19]([CH3:21])[CH3:20])[CH:5]=[CH:4][CH:3]=1.[BH3-]C#N.[Na+].CC(O)=O.CO. Product: [Br:1][C:2]1[N:7]=[C:6]([CH2:8][NH:9][C:10]2[C:15]([CH:16]([CH3:17])[CH3:18])=[CH:14][CH:13]=[CH:12][C:11]=2[CH:19]([CH3:21])[CH3:20])[CH:5]=[CH:4][CH:3]=1. The catalyst class is: 6. (6) Reactant: C(OC([N:8]1[CH2:13][CH2:12][N:11]([C:14]([C:16]2[C:20]([Br:21])=[CH:19][N:18]([CH3:22])[N:17]=2)=[O:15])[CH2:10][CH2:9]1)=O)(C)(C)C.Cl. Product: [Br:21][C:20]1[C:16]([C:14]([N:11]2[CH2:10][CH2:9][NH:8][CH2:13][CH2:12]2)=[O:15])=[N:17][N:18]([CH3:22])[CH:19]=1. The catalyst class is: 12. (7) Reactant: C[O:2][C:3](=[O:15])[C:4]1[CH:9]=[C:8](F)[C:7]([N+:11]([O-:13])=[O:12])=[CH:6][C:5]=1[F:14].[CH3:16][O-:17].[Na+]. Product: [F:14][C:5]1[CH:6]=[C:7]([N+:11]([O-:13])=[O:12])[C:8]([O:17][CH3:16])=[CH:9][C:4]=1[C:3]([OH:2])=[O:15]. The catalyst class is: 5. (8) Reactant: C([O:8][CH2:9][C:10]1([C:22]([OH:24])=[O:23])[CH2:14][CH2:13][CH2:12][N:11]1[C:15]([O:17][C:18]([CH3:21])([CH3:20])[CH3:19])=[O:16])C1C=CC=CC=1. Product: [C:18]([O:17][C:15]([N:11]1[CH2:12][CH2:13][CH2:14][C:10]1([CH2:9][OH:8])[C:22]([OH:24])=[O:23])=[O:16])([CH3:21])([CH3:20])[CH3:19]. The catalyst class is: 19.